This data is from Forward reaction prediction with 1.9M reactions from USPTO patents (1976-2016). The task is: Predict the product of the given reaction. (1) Given the reactants [CH3:1][N:2]1[CH:6]=[C:5]([CH:7]=O)[C:4]([CH3:9])=[N:3]1.[NH2:10][C:11]1[CH:16]=[N:15][C:14]([Br:17])=[CH:13][N:12]=1.[B-][N+](C)(C)C.C(O)(=O)C, predict the reaction product. The product is: [Br:17][C:14]1[N:15]=[CH:16][C:11]([NH:10][CH2:7][C:5]2[C:4]([CH3:9])=[N:3][N:2]([CH3:1])[CH:6]=2)=[N:12][CH:13]=1. (2) Given the reactants O=P(Cl)(Cl)Cl.[NH2:6][C:7]1[N:8]=[CH:9][C:10]([C:26]2[CH:36]=[CH:35][C:29]([C:30]([N:32]([CH3:34])[CH3:33])=[O:31])=[CH:28][CH:27]=2)=[N:11][C:12]=1[C:13](=O)[NH:14][NH:15][C:16]([C:18]1[S:19][CH:20]=[CH:21][C:22]=1[O:23][CH3:24])=[O:17], predict the reaction product. The product is: [NH2:6][C:7]1[N:8]=[CH:9][C:10]([C:26]2[CH:36]=[CH:35][C:29]([C:30]([N:32]([CH3:34])[CH3:33])=[O:31])=[CH:28][CH:27]=2)=[N:11][C:12]=1[C:13]1[O:17][C:16]([C:18]2[S:19][CH:20]=[CH:21][C:22]=2[O:23][CH3:24])=[N:15][N:14]=1.